Dataset: Reaction yield outcomes from USPTO patents with 853,638 reactions. Task: Predict the reaction yield, written as a fraction of the theoretical maximum amount of product (1.0 means a 100% yield; for example, 0.34 means a 34% yield). (1) The reactants are [NH2:1][C:2]1[C:7]([C:8]([F:11])([F:10])[F:9])=[CH:6][C:5]([C:12]([F:15])([F:14])[F:13])=[CH:4][C:3]=1[NH:16][C:17](=O)[CH2:18][NH:19][C:20](=[O:26])[O:21][C:22]([CH3:25])([CH3:24])[CH3:23]. The catalyst is C1COCC1.CC(O)=O. The product is [F:11][C:8]([F:10])([F:9])[C:7]1[C:2]2[N:1]=[C:17]([CH2:18][NH:19][C:20](=[O:26])[O:21][C:22]([CH3:24])([CH3:23])[CH3:25])[NH:16][C:3]=2[CH:4]=[C:5]([C:12]([F:14])([F:15])[F:13])[CH:6]=1. The yield is 0.540. (2) The catalyst is C(#N)C. The yield is 0.280. The product is [C:1]1([C:7]([C:8]2[CH:13]=[CH:12][CH:11]=[CH:10][CH:9]=2)([C:14]2[CH:15]=[CH:16][CH:17]=[CH:18][CH:19]=2)[NH:20][CH2:22][CH3:23])[CH:6]=[CH:5][CH:4]=[CH:3][CH:2]=1. The reactants are [C:1]1([C:7]([NH2:20])([C:14]2[CH:19]=[CH:18][CH:17]=[CH:16][CH:15]=2)[C:8]2[CH:13]=[CH:12][CH:11]=[CH:10][CH:9]=2)[CH:6]=[CH:5][CH:4]=[CH:3][CH:2]=1.I[CH2:22][CH3:23]. (3) The reactants are [F:1][C:2]1[CH:3]=[C:4]([NH2:24])[CH:5]=[CH:6][C:7]=1[O:8][C:9]1[CH:14]=[CH:13][N:12]=[C:11]2[CH:15]=[C:16]([C:18]3[N:19]=[CH:20][N:21]([CH3:23])[CH:22]=3)[S:17][C:10]=12.[F:25][C:26]([F:40])([F:39])[CH:27]([NH:32][C:33]1[CH:38]=[CH:37][CH:36]=[CH:35][CH:34]=1)[CH2:28][C:29](O)=[O:30].C(N(CC)C(C)C)(C)C.CN(C(ON1N=NC2C=CC=NC1=2)=[N+](C)C)C.F[P-](F)(F)(F)(F)F.C(=O)(O)[O-].[Na+]. The catalyst is CN(C)C=O. The product is [F:25][C:26]([F:39])([F:40])[CH:27]([NH:32][C:33]1[CH:38]=[CH:37][CH:36]=[CH:35][CH:34]=1)[CH2:28][C:29]([NH:24][C:4]1[CH:5]=[CH:6][C:7]([O:8][C:9]2[CH:14]=[CH:13][N:12]=[C:11]3[CH:15]=[C:16]([C:18]4[N:19]=[CH:20][N:21]([CH3:23])[CH:22]=4)[S:17][C:10]=23)=[C:2]([F:1])[CH:3]=1)=[O:30]. The yield is 0.500.